Dataset: Full USPTO retrosynthesis dataset with 1.9M reactions from patents (1976-2016). Task: Predict the reactants needed to synthesize the given product. (1) Given the product [Cl:1][C:2]1[CH:3]=[C:4]([S:9]([N:12]([C:13]2[CH:18]=[CH:17][N:16]=[C:15]([CH:19]([CH3:21])[CH3:20])[N:14]=2)[CH2:29][C:30]([N:32]([CH3:34])[CH3:33])=[O:31])(=[O:10])=[O:11])[CH:5]=[CH:6][C:7]=1[Cl:8], predict the reactants needed to synthesize it. The reactants are: [Cl:1][C:2]1[CH:3]=[C:4]([S:9]([NH:12][C:13]2[CH:18]=[CH:17][N:16]=[C:15]([CH:19]([CH3:21])[CH3:20])[N:14]=2)(=[O:11])=[O:10])[CH:5]=[CH:6][C:7]=1[Cl:8].C(=O)([O-])[O-].[Cs+].[Cs+].Cl[CH2:29][C:30]([N:32]([CH3:34])[CH3:33])=[O:31]. (2) Given the product [CH3:1][O:2][C:3]1[CH:4]=[C:5]([CH2:11][CH2:12][NH:13][C:23](=[O:24])[CH2:22][C:17]2[CH:18]=[CH:19][C:20]([F:21])=[C:15]([F:14])[CH:16]=2)[CH:6]=[CH:7][C:8]=1[O:9][CH3:10], predict the reactants needed to synthesize it. The reactants are: [CH3:1][O:2][C:3]1[CH:4]=[C:5]([CH2:11][CH2:12][NH2:13])[CH:6]=[CH:7][C:8]=1[O:9][CH3:10].[F:14][C:15]1[CH:16]=[C:17]([CH2:22][C:23](O)=[O:24])[CH:18]=[CH:19][C:20]=1[F:21].